This data is from Catalyst prediction with 721,799 reactions and 888 catalyst types from USPTO. The task is: Predict which catalyst facilitates the given reaction. (1) Product: [CH3:9][CH2:10][CH2:11][CH:6]([CH3:7])[CH3:21].[Br:20][C:21]1[N:22]=[C:23]([C:6]2[CH:7]=[N:8][CH:9]=[CH:10][CH:11]=2)[CH:24]=[CH:25][CH:26]=1. Reactant: C([Sn](CCCC)(CCCC)[C:6]1[CH:7]=[N:8][CH:9]=[CH:10][CH:11]=1)CCC.[Br:20][C:21]1[CH:26]=[CH:25][CH:24]=[C:23](Br)[N:22]=1. The catalyst class is: 602. (2) Reactant: [C:1]([C:3]1[CH:8]=[C:7]([CH:9]2[CH2:13][CH2:12][CH2:11][N:10]2[C:14]([O:16][C:17]([CH3:20])([CH3:19])[CH3:18])=[O:15])[CH:6]=[CH:5][N:4]=1)#[N:2].[C:21](OC)(=[O:29])[C:22]1[C:23](=[CH:25][CH:26]=[CH:27][CH:28]=1)[SH:24].C(N(CC)CC)C. Product: [O:29]=[C:21]1[C:22]2[CH:28]=[CH:27][CH:26]=[CH:25][C:23]=2[S:24][C:1]([C:3]2[CH:8]=[C:7]([CH:9]3[CH2:13][CH2:12][CH2:11][N:10]3[C:14]([O:16][C:17]([CH3:20])([CH3:19])[CH3:18])=[O:15])[CH:6]=[CH:5][N:4]=2)=[N:2]1. The catalyst class is: 11. (3) Reactant: [NH:1]([C:3]([CH2:5][NH:6][C:7]([C:9]1[C:10]2[CH:17]=[N:16][N:15]([C:18]3[CH:23]=[CH:22][C:21]([F:24])=[CH:20][CH:19]=3)[C:11]=2[CH:12]=[N:13][CH:14]=1)=[O:8])=O)[NH2:2].[CH3:25][N:26]=[C:27]=[S:28]. Product: [CH3:25][NH:26][C:27]1[S:28][C:3]([CH2:5][NH:6][C:7]([C:9]2[C:10]3[CH:17]=[N:16][N:15]([C:18]4[CH:23]=[CH:22][C:21]([F:24])=[CH:20][CH:19]=4)[C:11]=3[CH:12]=[N:13][CH:14]=2)=[O:8])=[N:1][N:2]=1. The catalyst class is: 14. (4) Reactant: [Cl:1][C:2]1[C:10]2[S:9][C:8]([CH3:11])=[N:7][C:6]=2[CH:5]=[CH:4][CH:3]=1.[Br:12]N1C(=O)CCC1=O.C(OOC(=O)C1C=CC=CC=1)(=O)C1C=CC=CC=1. Product: [Br:12][CH2:11][C:8]1[S:9][C:10]2[C:2]([Cl:1])=[CH:3][CH:4]=[CH:5][C:6]=2[N:7]=1. The catalyst class is: 53. (5) Reactant: [NH2:1][C:2]1[N:7]=[C:6](/[CH:8]=[C:9]2/[C:10](=[O:15])[NH:11][C:12](=[O:14])[S:13]/2)[CH:5]=[CH:4][N:3]=1.[N:16]1[C:25]2[C:20](=[CH:21][CH:22]=[CH:23][CH:24]=2)[CH:19]=[CH:18][C:17]=1[C:26](Cl)=[O:27].C(N(CC)CC)C.C(=O)(O)[O-].[Na+]. Product: [O:14]=[C:12]1[NH:11][C:10](=[O:15])/[C:9](=[CH:8]/[C:6]2[CH:5]=[CH:4][N:3]=[C:2]([NH:1][C:26]([C:17]3[CH:18]=[CH:19][C:20]4[C:25](=[CH:24][CH:23]=[CH:22][CH:21]=4)[N:16]=3)=[O:27])[N:7]=2)/[S:13]1. The catalyst class is: 17. (6) Reactant: N1C=CC=CC=1C(O)=O.[NH2:10][C:11]1[C:16]([C:17]2[CH:22]=[CH:21][C:20]([OH:23])=[CH:19][CH:18]=2)=[CH:15][CH:14]=[CH:13][N:12]=1.P([O-])([O-])([O-])=O.[K+].[K+].[K+].I[C:33]1[CH:38]=[CH:37][C:36]([CH3:39])=[CH:35][CH:34]=1. Product: [CH3:39][C:36]1[CH:37]=[CH:38][C:33]([O:23][C:20]2[CH:21]=[CH:22][C:17]([C:16]3[C:11]([NH2:10])=[N:12][CH:13]=[CH:14][CH:15]=3)=[CH:18][CH:19]=2)=[CH:34][CH:35]=1. The catalyst class is: 419.